From a dataset of Full USPTO retrosynthesis dataset with 1.9M reactions from patents (1976-2016). Predict the reactants needed to synthesize the given product. Given the product [CH3:1][O:2][C:3]([C:5]1[CH:14]=[C:13]([O:15][CH2:16][C:17](=[O:43])[NH:18][C:19]2[CH:24]=[CH:23][C:22]([CH2:25][NH2:26])=[CH:21][C:20]=2[O:34][CH2:35][C:36]([OH:38])=[O:37])[C:12]2[C:7](=[CH:8][C:9]([Cl:45])=[CH:10][C:11]=2[Cl:44])[CH:6]=1)=[O:4], predict the reactants needed to synthesize it. The reactants are: [CH3:1][O:2][C:3]([C:5]1[CH:14]=[C:13]([O:15][CH2:16][C:17](=[O:43])[NH:18][C:19]2[CH:24]=[CH:23][C:22]([CH2:25][NH:26]C(OC(C)(C)C)=O)=[CH:21][C:20]=2[O:34][CH2:35][C:36]([O:38]C(C)(C)C)=[O:37])[C:12]2[C:7](=[CH:8][C:9]([Cl:45])=[CH:10][C:11]=2[Cl:44])[CH:6]=1)=[O:4].C(O)(C(F)(F)F)=O.